From a dataset of Full USPTO retrosynthesis dataset with 1.9M reactions from patents (1976-2016). Predict the reactants needed to synthesize the given product. Given the product [CH3:23][O:5][C:4](=[O:6])[C:3]1[C:7]([O:11][C:12]2[CH:17]=[CH:16][CH:15]=[CH:14][CH:13]=2)=[CH:8][CH:9]=[CH:10][C:2]=1[CH3:1], predict the reactants needed to synthesize it. The reactants are: [CH3:1][C:2]1[CH:10]=[CH:9][CH:8]=[C:7]([O:11][C:12]2[CH:17]=[CH:16][CH:15]=[CH:14][CH:13]=2)[C:3]=1[C:4]([OH:6])=[O:5].S(=O)(=O)(O)O.[CH3:23]O.